From a dataset of Full USPTO retrosynthesis dataset with 1.9M reactions from patents (1976-2016). Predict the reactants needed to synthesize the given product. (1) Given the product [CH2:23]([N:22]([CH2:15][C:16]1[CH:21]=[CH:20][CH:19]=[CH:18][CH:17]=1)[C:11](=[O:12])[C:10]([C:3]1[C:4]2[C:9](=[CH:8][CH:7]=[CH:6][CH:5]=2)[NH:1][CH:2]=1)=[O:14])[C:24]1[CH:29]=[CH:28][CH:27]=[CH:26][CH:25]=1, predict the reactants needed to synthesize it. The reactants are: [NH:1]1[C:9]2[C:4](=[CH:5][CH:6]=[CH:7][CH:8]=2)[C:3]([C:10](=[O:14])[C:11](Cl)=[O:12])=[CH:2]1.[CH2:15]([NH:22][CH2:23][C:24]1[CH:29]=[CH:28][CH:27]=[CH:26][CH:25]=1)[C:16]1[CH:21]=[CH:20][CH:19]=[CH:18][CH:17]=1. (2) Given the product [Br:1][C:2]1[C:7]([F:8])=[CH:6][N:5]=[C:4]([O:9][CH2:10][CH3:11])[CH:3]=1, predict the reactants needed to synthesize it. The reactants are: [Br:1][C:2]1[C:7]([F:8])=[CH:6][N:5]=[C:4]([OH:9])[CH:3]=1.[CH2:10](I)[CH3:11]. (3) Given the product [C:8]1([CH3:24])[CH:7]=[CH:6][CH:11]=[CH:10][C:9]=1[N:12]1[CH:16]=[C:15]([NH:17][C:18]([NH2:20])=[O:19])[C:14]([C:21]([NH2:23])=[O:22])=[N:13]1, predict the reactants needed to synthesize it. The reactants are: C([O-])=O.[NH4+].I[C:6]1[CH:11]=[CH:10][C:9]([N:12]2[CH:16]=[C:15]([NH:17][C:18]([NH2:20])=[O:19])[C:14]([C:21]([NH2:23])=[O:22])=[N:13]2)=[C:8]([CH3:24])[CH:7]=1. (4) Given the product [NH2:16][C:15]1[S:17][C:13]2[CH:14]=[C:8]([CH2:1][C:2]3[CH:3]=[CH:4][CH:5]=[CH:6][CH:7]=3)[CH:9]=[CH:10][C:11]=2[N:12]=1, predict the reactants needed to synthesize it. The reactants are: [CH2:1]([C:8]1[CH:14]=[CH:13][C:11]([NH2:12])=[CH:10][CH:9]=1)[C:2]1[CH:7]=[CH:6][CH:5]=[CH:4][CH:3]=1.[C:15]([S-:17])#[N:16].[K+].BrBr. (5) Given the product [F:12][C:13]1[CH:18]=[CH:17][C:16]([N:3]2[CH:4]=[CH:5][CH:6]=[C:7]([C:8]([O:10][CH3:11])=[O:9])[C:2]2=[O:1])=[CH:15][CH:14]=1, predict the reactants needed to synthesize it. The reactants are: [O:1]=[C:2]1[C:7]([C:8]([O:10][CH3:11])=[O:9])=[CH:6][CH:5]=[CH:4][NH:3]1.[F:12][C:13]1[CH:18]=[CH:17][C:16](B(O)O)=[CH:15][CH:14]=1.N1C=CC=CC=1.